This data is from Reaction yield outcomes from USPTO patents with 853,638 reactions. The task is: Predict the reaction yield, written as a fraction of the theoretical maximum amount of product (1.0 means a 100% yield; for example, 0.34 means a 34% yield). (1) The yield is 0.500. The catalyst is CN(C=O)C. The product is [CH2:13]([O:11][C:6]1[CH:7]=[C:8]([O:10][CH2:28][CH2:27][CH2:26][CH2:25][CH2:24][CH2:23][CH2:22][CH2:21][CH2:20][CH2:19][CH2:18][CH2:17][CH2:16][CH2:15][CH2:14][CH3:13])[CH:9]=[C:2]([O:32][CH2:29][CH2:27][CH2:26][CH2:25][CH2:24][CH2:23][CH2:22][CH2:21][CH2:20][CH2:19][CH2:18][CH2:17][CH2:16][CH2:15][CH2:14][CH3:13])[C:3]=1[CH:4]=[O:5])[CH2:14][CH2:15][CH2:16][CH2:17][CH2:18][CH2:19][CH2:20][CH2:21][CH2:22][CH2:23][CH2:24][CH2:25][CH2:26][CH2:27][CH3:28]. The reactants are O[C:2]1[CH:9]=[C:8]([OH:10])[CH:7]=[C:6]([OH:11])[C:3]=1[CH:4]=[O:5].Br[CH2:13][CH2:14][CH2:15][CH2:16][CH2:17][CH2:18][CH2:19][CH2:20][CH2:21][CH2:22][CH2:23][CH2:24][CH2:25][CH2:26][CH2:27][CH3:28].[C:29]([O-:32])([O-])=O.[K+].[K+].C(Cl)(Cl)Cl. (2) The catalyst is O1CCCC1. The product is [Cl:1][C:2]1[C:7]2[CH:8]=[N:9][N:10]([CH3:14])[C:6]=2[CH:5]=[C:4]([Cl:11])[N:3]=1. The yield is 0.525. The reactants are [Cl:1][C:2]1[C:7]2[CH:8]=[N:9][NH:10][C:6]=2[CH:5]=[C:4]([Cl:11])[N:3]=1.[H-].[Na+].[CH3:14]I. (3) The reactants are [C:1]([O:5][C:6](=[O:40])[N:7]([C@H:9]([C:11](=[O:39])[NH:12][C@@H:13]1[C:19](=[O:20])[N:18]([CH2:21][C:22]2[C:31]3[C:26](=[CH:27][C:28](Br)=[CH:29][CH:30]=3)[CH:25]=[CH:24][C:23]=2[O:33][CH3:34])[C:17]2[CH:35]=[CH:36][CH:37]=[CH:38][C:16]=2[CH2:15][CH2:14]1)[CH3:10])[CH3:8])([CH3:4])([CH3:3])[CH3:2].CC1(C)C2[C:63](=C(P(C3C=CC=CC=3)C3C=CC=CC=3)C=CC=2)[O:62][C:44]2C(P(C3C=CC=CC=3)C3C=CC=CC=3)=CC=CC1=2.C[OH:84]. The product is [CH3:44][O:62][C:63]([C:28]1[CH:29]=[CH:30][C:31]2[C:26](=[CH:25][CH:24]=[C:23]([O:33][CH3:34])[C:22]=2[CH2:21][N:18]2[C:19](=[O:20])[C@@H:13]([NH:12][C:11](=[O:39])[C@@H:9]([N:7]([C:6]([O:5][C:1]([CH3:4])([CH3:3])[CH3:2])=[O:40])[CH3:8])[CH3:10])[CH2:14][CH2:15][C:16]3[CH:38]=[CH:37][CH:36]=[CH:35][C:17]2=3)[CH:27]=1)=[O:84]. The yield is 0.750. The catalyst is C([O-])(=O)C.[Pd+2].C([O-])(=O)C. (4) The reactants are [N+:1]([C:4]1[CH:5]=[N:6][CH:7]=[CH:8][C:9]=1[NH2:10])([O-:3])=[O:2].CC([O-])=O.[Na+].[Br:16]Br.C([O-])(O)=O.[Na+]. The catalyst is O.C(O)(=O)C. The product is [Br:16][C:8]1[CH:7]=[N:6][CH:5]=[C:4]([N+:1]([O-:3])=[O:2])[C:9]=1[NH2:10]. The yield is 0.770. (5) The catalyst is CCOC(C)=O.O.[Cu]I. The reactants are C([CH:3]1[CH2:8][N:7]([C:9]2[CH:14]=[CH:13][C:12](I)=[CH:11][CH:10]=2)[C:6](=[O:16])[C:5]2[N:17]([C:23]3[CH:28]=[CH:27][C:26]([O:29][CH3:30])=[CH:25][CH:24]=3)[N:18]=[C:19]([C:20]([NH2:22])=[O:21])[C:4]1=2)C.C(OC([N:41]1[CH2:46][CH2:45][NH:44][C:43](=[O:47])[CH2:42]1)=O)C1C=CC=CC=1.C([O-])([O-])=O.[K+].[K+].CS(C)=O. The yield is 0.330. The product is [CH3:30][O:29][C:26]1[CH:25]=[CH:24][C:23]([N:17]2[C:5]3[C:6](=[O:16])[N:7]([C:9]4[CH:10]=[CH:11][C:12]([N:44]5[CH2:45][CH2:46][NH:41][CH2:42][C:43]5=[O:47])=[CH:13][CH:14]=4)[CH2:8][CH2:3][C:4]=3[C:19]([C:20]([NH2:22])=[O:21])=[N:18]2)=[CH:28][CH:27]=1. (6) The reactants are [Br-].[Cl:2][C:3]1[S:7][C:6]([Zn+])=[CH:5][CH:4]=1.[CH2:9]([NH:13][C:14]([C:16]1[CH:31]=[CH:30][C:19]2[S:20][C:21]3[CH:29]=[CH:28][CH:27]=[CH:26][C:22]=3[C:23](Cl)=[N:24][C:18]=2[CH:17]=1)=[O:15])[CH:10]([CH3:12])[CH3:11]. The catalyst is C1COCC1.Cl[Pd](Cl)([P](C1C=CC=CC=1)(C1C=CC=CC=1)C1C=CC=CC=1)[P](C1C=CC=CC=1)(C1C=CC=CC=1)C1C=CC=CC=1. The product is [CH2:9]([NH:13][C:14]([C:16]1[CH:31]=[CH:30][C:19]2[S:20][C:21]3[CH:29]=[CH:28][CH:27]=[CH:26][C:22]=3[C:23]([C:6]3[S:7][C:3]([Cl:2])=[CH:4][CH:5]=3)=[N:24][C:18]=2[CH:17]=1)=[O:15])[CH:10]([CH3:12])[CH3:11]. The yield is 0.150. (7) The reactants are [CH3:1][O:2][C:3](=[O:15])[C:4]1[C:5](=[C:10](I)[CH:11]=[CH:12][CH:13]=1)[C:6]([O:8][CH3:9])=[O:7].[CH3:16][O:17][C:18]1[CH:24]=[CH:23][C:22]([O:25][CH3:26])=[CH:21][C:19]=1[NH2:20].C1C=CC(P(C2C(C3C(P(C4C=CC=CC=4)C4C=CC=CC=4)=CC=C4C=3C=CC=C4)=C3C(C=CC=C3)=CC=2)C2C=CC=CC=2)=CC=1.C(=O)([O-])[O-].[Cs+].[Cs+]. The catalyst is C1(C)C=CC=CC=1.C(Cl)Cl.C1C=CC(/C=C/C(/C=C/C2C=CC=CC=2)=O)=CC=1.C1C=CC(/C=C/C(/C=C/C2C=CC=CC=2)=O)=CC=1.C1C=CC(/C=C/C(/C=C/C2C=CC=CC=2)=O)=CC=1.[Pd].[Pd]. The product is [CH3:1][O:2][C:3](=[O:15])[C:4]1[C:5](=[C:10]([NH:20][C:19]2[CH:21]=[C:22]([O:25][CH3:26])[CH:23]=[CH:24][C:18]=2[O:17][CH3:16])[CH:11]=[CH:12][CH:13]=1)[C:6]([O:8][CH3:9])=[O:7]. The yield is 0.680.